The task is: Predict the product of the given reaction.. This data is from Forward reaction prediction with 1.9M reactions from USPTO patents (1976-2016). (1) Given the reactants [Br:1]Br.[OH:3][C:4]1[C:13]2[C:8](=[CH:9][CH:10]=[CH:11][CH:12]=2)[CH:7]=[CH:6][C:5]=1[C:14]([OH:16])=[O:15], predict the reaction product. The product is: [Br:1][C:7]1[C:8]2[C:13](=[CH:12][CH:11]=[CH:10][CH:9]=2)[C:4]([OH:3])=[C:5]([C:14]([OH:16])=[O:15])[CH:6]=1. (2) The product is: [CH3:1][C:2]1[CH:21]=[CH:20][C:19]([CH3:22])=[CH:18][C:3]=1[CH2:4][C:5]1[C:12]([C:13]#[N:14])=[C:11]([OH:15])[C:10]([OH:16])=[CH:9][C:6]=1[C:7]#[N:8]. Given the reactants [CH3:1][C:2]1[CH:21]=[CH:20][C:19]([CH3:22])=[CH:18][C:3]=1[CH2:4][C:5]1[C:12]([C:13]#[N:14])=[C:11]([OH:15])[C:10]([O:16]C)=[CH:9][C:6]=1[C:7]#[N:8].BrC1C(C#N)=C(O)C(OC)=CC=1C#N.CC1C=CC(C)=CC=1CB1OC(C)(C)C(C)(C)O1, predict the reaction product. (3) Given the reactants [Cl:1][C:2]1[CH:3]=[C:4]([NH:9][C:10]2[C:19]3[C:14](=[CH:15][C:16]([O:23][C@@H:24]4[CH2:28][CH2:27][O:26][CH2:25]4)=[C:17]([N+:20]([O-])=O)[CH:18]=3)[N:13]=[CH:12][N:11]=2)[CH:5]=[CH:6][C:7]=1[F:8].C(O)C.O, predict the reaction product. The product is: [NH2:20][C:17]1[CH:18]=[C:19]2[C:14](=[CH:15][C:16]=1[O:23][C@@H:24]1[CH2:28][CH2:27][O:26][CH2:25]1)[N:13]=[CH:12][N:11]=[C:10]2[NH:9][C:4]1[CH:5]=[CH:6][C:7]([F:8])=[C:2]([Cl:1])[CH:3]=1. (4) Given the reactants [CH2:1]([C:9]1[CH:14]=[CH:13][C:12]([NH:15][C:16](=[O:25])[NH:17][CH2:18][CH2:19][C:20]([O:22][CH2:23][CH3:24])=[O:21])=[CH:11][CH:10]=1)[CH2:2][CH2:3][CH2:4][CH2:5][CH2:6][CH2:7][CH3:8].Br[CH2:27][CH2:28]Br, predict the reaction product. The product is: [CH2:1]([C:9]1[CH:10]=[CH:11][C:12]([N:15]2[CH2:28][CH2:27][N:17]([CH2:18][CH2:19][C:20]([O:22][CH2:23][CH3:24])=[O:21])[C:16]2=[O:25])=[CH:13][CH:14]=1)[CH2:2][CH2:3][CH2:4][CH2:5][CH2:6][CH2:7][CH3:8]. (5) Given the reactants C([N:8]1[CH2:13][CH2:12][C:11]2([C:17]3[CH:18]=[CH:19][C:20]([OH:22])=[CH:21][C:16]=3[O:15][CH2:14]2)[CH2:10][CH2:9]1)C1C=CC=CC=1, predict the reaction product. The product is: [NH:8]1[CH2:13][CH2:12][C:11]2([C:17]3[CH:18]=[CH:19][C:20]([OH:22])=[CH:21][C:16]=3[O:15][CH2:14]2)[CH2:10][CH2:9]1. (6) Given the reactants [C:1]([C:3]1[C:4]([O:40][CH3:41])=[C:5]([CH2:13][N:14]([CH3:39])[C:15](=[O:38])[CH:16]([N:25]2[CH2:30][CH2:29][N:28](C(OC(C)(C)C)=O)[CH2:27][CH2:26]2)[C:17]2[CH:22]=[CH:21][CH:20]=[C:19]([O:23][CH3:24])[CH:18]=2)[C:6]2[C:11]([CH:12]=1)=[CH:10][CH:9]=[CH:8][CH:7]=2)#[N:2].C(O)(C(F)(F)F)=O, predict the reaction product. The product is: [C:1]([C:3]1[C:4]([O:40][CH3:41])=[C:5]([CH2:13][N:14]([CH3:39])[C:15](=[O:38])[CH:16]([C:17]2[CH:22]=[CH:21][CH:20]=[C:19]([O:23][CH3:24])[CH:18]=2)[N:25]2[CH2:30][CH2:29][NH:28][CH2:27][CH2:26]2)[C:6]2[C:11]([CH:12]=1)=[CH:10][CH:9]=[CH:8][CH:7]=2)#[N:2]. (7) Given the reactants [CH2:1]([C:3]1[C:8]([C:9]#[C:10][Si](C)(C)C)=[CH:7][N:6]=[C:5]([NH2:15])[CH:4]=1)[CH3:2].C([O-])([O-])=O.[K+].[K+], predict the reaction product. The product is: [CH2:1]([C:3]1[C:8]([C:9]#[CH:10])=[CH:7][N:6]=[C:5]([NH2:15])[CH:4]=1)[CH3:2]. (8) Given the reactants [CH2:1]([O:5][C:6]1[N:14]=[C:13]2[C:9]([N:10]=[C:11]([O:21]C)[N:12]2[CH2:15][CH:16]2[CH2:20][CH2:19][O:18][CH2:17]2)=[C:8]([NH2:23])[N:7]=1)[CH2:2][CH2:3][CH3:4].Cl.O.[OH-].[Na+], predict the reaction product. The product is: [NH2:23][C:8]1[N:7]=[C:6]([O:5][CH2:1][CH2:2][CH2:3][CH3:4])[N:14]=[C:13]2[C:9]=1[NH:10][C:11](=[O:21])[N:12]2[CH2:15][CH:16]1[CH2:20][CH2:19][O:18][CH2:17]1. (9) Given the reactants [CH2:1]([O:8][CH2:9][C:10]1[S:11][C:12]2[N:13]=[CH:14][N:15]=[C:16](Cl)[C:17]=2[N:18]=1)[C:2]1[CH:7]=[CH:6][CH:5]=[CH:4][CH:3]=1.[CH3:20][O:21][C:22]1[CH:30]=[C:29]2[C:25]([CH:26]=[N:27][NH:28]2)=[CH:24][C:23]=1[NH2:31], predict the reaction product. The product is: [CH2:1]([O:8][CH2:9][C:10]1[S:11][C:12]2[N:13]=[CH:14][N:15]=[C:16]([NH:31][C:23]3[CH:24]=[C:25]4[C:29](=[CH:30][C:22]=3[O:21][CH3:20])[NH:28][N:27]=[CH:26]4)[C:17]=2[N:18]=1)[C:2]1[CH:7]=[CH:6][CH:5]=[CH:4][CH:3]=1. (10) Given the reactants [F:1][C:2]1[CH:3]=[CH:4][C:5]([CH3:23])=[C:6]([C@H:8]([OH:22])[C@@H:9]2[CH2:14][CH2:13][CH2:12][N:11]([C:15]([O:17][C:18]([CH3:21])([CH3:20])[CH3:19])=[O:16])[CH2:10]2)[CH:7]=1.[H-].[Na+].Br[CH2:27][C:28]#[N:29], predict the reaction product. The product is: [C:28]([CH2:27][O:22][C@@H:8]([C:6]1[CH:7]=[C:2]([F:1])[CH:3]=[CH:4][C:5]=1[CH3:23])[C@@H:9]1[CH2:14][CH2:13][CH2:12][N:11]([C:15]([O:17][C:18]([CH3:19])([CH3:20])[CH3:21])=[O:16])[CH2:10]1)#[N:29].